This data is from Forward reaction prediction with 1.9M reactions from USPTO patents (1976-2016). The task is: Predict the product of the given reaction. (1) Given the reactants Cl[C:2]1[N:3]=[CH:4][C:5]2[N:11]([CH3:12])[C:10](=[O:13])[CH2:9][CH2:8][N:7]([CH:14]3[CH2:18][CH2:17][CH2:16][C:15]3([CH3:20])[CH3:19])[C:6]=2[N:21]=1.[NH2:22][C:23]1[CH:31]=[CH:30][C:26]([C:27]([OH:29])=[O:28])=[CH:25][C:24]=1[O:32][CH3:33].C(O)C, predict the reaction product. The product is: [CH3:33][O:32][C:24]1[CH:25]=[C:26]([CH:30]=[CH:31][C:23]=1[NH:22][C:2]1[N:3]=[CH:4][C:5]2[N:11]([CH3:12])[C:10](=[O:13])[CH2:9][CH2:8][N:7]([CH:14]3[CH2:18][CH2:17][CH2:16][C:15]3([CH3:20])[CH3:19])[C:6]=2[N:21]=1)[C:27]([OH:29])=[O:28]. (2) The product is: [NH:49]1[CH2:52][CH:51]([C:53]([N:22]2[CH2:21][CH2:20][CH:19]([N:14]3[CH2:13][C:12]4[C:16](=[CH:17][C:9]([NH:8][C:5]5[N:4]=[C:3]([NH:29][C:30]6[CH:35]=[CH:34][CH:33]=[CH:32][C:31]=6[S:36]([CH:39]([CH3:41])[CH3:40])(=[O:38])=[O:37])[C:2]([Cl:1])=[CH:7][N:6]=5)=[C:10]([O:25][CH:26]([CH3:28])[CH3:27])[CH:11]=4)[C:15]3=[O:18])[CH2:24][CH2:23]2)=[O:54])[CH2:50]1. Given the reactants [Cl:1][C:2]1[C:3]([NH:29][C:30]2[CH:35]=[CH:34][CH:33]=[CH:32][C:31]=2[S:36]([CH:39]([CH3:41])[CH3:40])(=[O:38])=[O:37])=[N:4][C:5]([NH:8][C:9]2[CH:17]=[C:16]3[C:12]([CH2:13][N:14]([CH:19]4[CH2:24][CH2:23][NH:22][CH2:21][CH2:20]4)[C:15]3=[O:18])=[CH:11][C:10]=2[O:25][CH:26]([CH3:28])[CH3:27])=[N:6][CH:7]=1.C(OC([N:49]1[CH2:52][CH:51]([C:53](O)=[O:54])[CH2:50]1)=O)(C)(C)C.CN(C(ON1N=NC2C=CC=NC1=2)=[N+](C)C)C.F[P-](F)(F)(F)(F)F.CCN(C(C)C)C(C)C, predict the reaction product. (3) The product is: [O:7]=[C:4]1[CH2:5][CH2:6][S:1][CH2:12][CH2:2][CH:3]1[C:22]([O:24][CH2:25][CH3:26])=[O:23]. Given the reactants [S:1]1[CH2:6][CH2:5][C:4](=[O:7])[CH2:3][CH2:2]1.B(F)(F)F.[CH3:12]COCC.[N+]([C:22]([O:24][CH2:25][CH3:26])=[O:23])(C([O-])=O)=[N-], predict the reaction product. (4) Given the reactants [NH2:1][C:2]1[CH:7]=[N:6][CH:5]=[CH:4][N:3]=1.Cl[CH2:9][CH:10]=O, predict the reaction product. The product is: [N:1]1[CH:9]=[CH:10][N:3]2[CH:4]=[CH:5][N:6]=[CH:7][C:2]=12.